This data is from Experimentally validated miRNA-target interactions with 360,000+ pairs, plus equal number of negative samples. The task is: Binary Classification. Given a miRNA mature sequence and a target amino acid sequence, predict their likelihood of interaction. (1) The miRNA is hsa-miR-544b with sequence ACCUGAGGUUGUGCAUUUCUAA. The protein sequence of the target gene is MSFPPHLNRPPMGIPALPPGIPPPQFPGFPPPVPPGTPMIPVPMSIMAPAPTVLVPTVSMVGKHLGARKDHPGLKLKENDENCGPTTTVFVGNISEKASDMLIRQLLAKCGLVLSWKRVQGASGKLQAFGFCEYKEPESTLRALRLLHDLQIGEKKLLVKVDAKTKAQLDEWKAKKKANGNARPETVTNDDEEALDEETKRRDQMIKGAIEVLIREYSSELNAPSQESDSHPRKKKKEKKEDIFRRFPVAPLIPYPLITKEDINAIEMEEDKRDLISREISKFRDTHKKLEEEKGKKEKE.... Result: 0 (no interaction). (2) The miRNA is mmu-miR-19b-3p with sequence UGUGCAAAUCCAUGCAAAACUGA. The protein sequence of the target gene is MEKPATRKKKSQAPKEEAGAQKATVKGEKTSKGKKATKKPRKPRRPRKEPVLSPEDEAHIFDAFDASFKDDFEGVPVFVPFQRKKPYECGECGRIFKHKTDHIRHQRVHTGEKPFKCDQCGKTFRHSSDVTKHQRIHTGEKPFKCGECGKAFNCGSNLLKHQKTHTGEKPYGCEECGKSFAYSSCLIRHRKRHPRKKH. Result: 1 (interaction). (3) The miRNA is hsa-miR-664a-3p with sequence UAUUCAUUUAUCCCCAGCCUACA. The protein sequence of the target gene is MDIRPNHTIYINNMNDKIKKEELKRSLYALFSQFGHVVDIVALKTMKMRGQAFVIFKELGSSTNALRQLQGFPFYGKPMRIQYAKTDSDIISKMRGTFADKEKKKEKKKAKTVEQTATTTNKKPGQGTPNSANTQGNSTPNPQVPDYPPNYILFLNNLPEETNEMMLSMLFNQFPGFKEVRLVPGRHDIAFVEFENDGQAGAARDALQGFKITPSHAMKITYAKK. Result: 1 (interaction). (4) Result: 1 (interaction). The miRNA is hsa-miR-203b-3p with sequence UUGAACUGUUAAGAACCACUGGA. The protein sequence of the target gene is MGPPSSSGFYVSRAVALLLAGLVAALLLALAVLAALYGHCERVPPSELPGLRDLEAESSPPLRQKPTPTPKPSSARELAVTTTPSNWRPPGPWDQLRLPPWLVPLHYDLELWPQLRPDELPAGSLPFTGRVNITVRCTVATSRLLLHSLFQDCERAEVRGPLSPGTGNATVGRVPVDDVWFALDTEYMVLELSEPLKPGSSYELQLSFSGLVKEDLREGLFLNVYTDQGERRALLASQLEPTFARYVFPCFDEPALKATFNITMIHHPSYVALSNMPKLGQSEKEDVNGSKWTVTTFSTT.... (5) The miRNA is hsa-miR-4292 with sequence CCCCUGGGCCGGCCUUGG. The protein sequence of the target gene is MARARGSPCPPLPPGRMSWPHGALLFLWLFSPPLGAGGGGVAVTSAAGGGSPPATSCPVACSCSNQASRVICTRRDLAEVPASIPVNTRYLNLQENGIQVIRTDTFKHLRHLEILQLSKNLVRKIEVGAFNGLPSLNTLELFDNRLTTVPTQAFEYLSKLRELWLRNNPIESIPSYAFNRVPSLRRLDLGELKRLEYISEAAFEGLVNLRYLNLGMCNLKDIPNLTALVRLEELELSGNRLDLIRPGSFQGLTSLRKLWLMHAQVATIERNAFDDLKSLEELNLSHNNLMSLPHDLFTPL.... Result: 0 (no interaction).